Dataset: Peptide-MHC class I binding affinity with 185,985 pairs from IEDB/IMGT. Task: Regression. Given a peptide amino acid sequence and an MHC pseudo amino acid sequence, predict their binding affinity value. This is MHC class I binding data. (1) The peptide sequence is VSDFRKEFY. The MHC is HLA-B51:01 with pseudo-sequence HLA-B51:01. The binding affinity (normalized) is 0.0847. (2) The peptide sequence is YVFFEIIHF. The MHC is HLA-B15:01 with pseudo-sequence HLA-B15:01. The binding affinity (normalized) is 1.00. (3) The peptide sequence is ETIFTVLAL. The MHC is HLA-A29:02 with pseudo-sequence HLA-A29:02. The binding affinity (normalized) is 0.519. (4) The peptide sequence is LILSCIFAFI. The MHC is HLA-B54:01 with pseudo-sequence HLA-B54:01. The binding affinity (normalized) is 0.323. (5) The peptide sequence is RRYNIIPVL. The MHC is Mamu-B08 with pseudo-sequence Mamu-B08. The binding affinity (normalized) is 0.949. (6) The peptide sequence is ALPVYLMTL. The MHC is HLA-A02:17 with pseudo-sequence HLA-A02:17. The binding affinity (normalized) is 0.947. (7) The MHC is HLA-A31:01 with pseudo-sequence HLA-A31:01. The peptide sequence is EFDNYRGTI. The binding affinity (normalized) is 0.0847.